From a dataset of Forward reaction prediction with 1.9M reactions from USPTO patents (1976-2016). Predict the product of the given reaction. Given the reactants [NH2:1][CH2:2][C:3]1[CH:4]=[C:5]([Br:9])[CH:6]=[CH:7][CH:8]=1.[C:10](O[C:10]([O:12][C:13]([CH3:16])([CH3:15])[CH3:14])=[O:11])([O:12][C:13]([CH3:16])([CH3:15])[CH3:14])=[O:11].[OH-].[Na+], predict the reaction product. The product is: [C:13]([O:12][C:10](=[O:11])[NH:1][CH2:2][C:3]1[CH:8]=[CH:7][CH:6]=[C:5]([Br:9])[CH:4]=1)([CH3:16])([CH3:15])[CH3:14].